This data is from Reaction yield outcomes from USPTO patents with 853,638 reactions. The task is: Predict the reaction yield, written as a fraction of the theoretical maximum amount of product (1.0 means a 100% yield; for example, 0.34 means a 34% yield). (1) The reactants are [NH2:1][C:2]1[CH:3]=[C:4]([C:8]2[N:13]=[C:12]([NH:14][CH2:15][C:16]3[CH:21]=[CH:20][CH:19]=[CH:18][N:17]=3)[C:11]3=[C:22]([C:25]4[CH:30]=[CH:29][CH:28]=[CH:27][CH:26]=4)[CH:23]=[CH:24][N:10]3[N:9]=2)[CH:5]=[N:6][CH:7]=1.N1C=CC=CC=1.[CH3:37][S:38](Cl)(=[O:40])=[O:39]. The catalyst is C(Cl)Cl.O. The product is [C:25]1([C:22]2[CH:23]=[CH:24][N:10]3[C:11]=2[C:12]([NH:14][CH2:15][C:16]2[CH:21]=[CH:20][CH:19]=[CH:18][N:17]=2)=[N:13][C:8]([C:4]2[CH:3]=[C:2]([NH:1][S:38]([CH3:37])(=[O:40])=[O:39])[CH:7]=[N:6][CH:5]=2)=[N:9]3)[CH:30]=[CH:29][CH:28]=[CH:27][CH:26]=1. The yield is 0.200. (2) The reactants are C(OC(=O)C)(=O)C.[N+]([O-])(O)=O.C(=O)(O)[O-].[Na+].[CH3:17][O:18][C:19]1[CH:20]=[C:21]2[C:26](=[CH:27][CH:28]=1)[CH:25]=[C:24]([C@H:29]([CH3:40])[C:30]([O:32][CH2:33][CH2:34]S(CCO)=O)=[O:31])[CH:23]=[CH:22]2. The catalyst is C(OCC)(=O)C. The product is [CH3:17][O:18][C:19]1[CH:20]=[C:21]2[C:26](=[CH:27][CH:28]=1)[CH:25]=[C:24]([C@H:29]([CH3:40])[C:30]([O:32][CH2:33][CH3:34])=[O:31])[CH:23]=[CH:22]2. The yield is 0.220. (3) The reactants are [C:1]1([C:22]2[CH:27]=[CH:26][CH:25]=[CH:24][CH:23]=2)[CH:6]=[CH:5][CH:4]=[CH:3][C:2]=1[NH:7][C:8]([O:10][CH:11]1[CH2:16][CH2:15][N:14]([CH2:17][CH2:18][C:19](O)=[O:20])[CH2:13][CH2:12]1)=[O:9].C(N(CC)C(C)C)(C)C.[I-].ClC1C=CC=C[N+]=1C.Cl.[CH:47]1[C:59]2[CH:58]([CH2:60][O:61][C:62](=[O:69])[NH:63][CH2:64][CH2:65][CH2:66][NH:67][CH3:68])[C:57]3[C:52](=[CH:53][CH:54]=[CH:55][CH:56]=3)[C:51]=2[CH:50]=[CH:49][CH:48]=1. The catalyst is CN(C=O)C. The product is [CH:56]1[C:57]2[CH:58]([CH2:60][O:61][C:62]([NH:63][CH2:64][CH2:65][CH2:66][N:67]([CH3:68])[C:19]([CH2:18][CH2:17][N:14]3[CH2:13][CH2:12][CH:11]([O:10][C:8](=[O:9])[NH:7][C:2]4[CH:3]=[CH:4][CH:5]=[CH:6][C:1]=4[C:22]4[CH:27]=[CH:26][CH:25]=[CH:24][CH:23]=4)[CH2:16][CH2:15]3)=[O:20])=[O:69])[C:59]3[C:51](=[CH:50][CH:49]=[CH:48][CH:47]=3)[C:52]=2[CH:53]=[CH:54][CH:55]=1. The yield is 0.970.